From a dataset of Catalyst prediction with 721,799 reactions and 888 catalyst types from USPTO. Predict which catalyst facilitates the given reaction. (1) Reactant: B(Br)(Br)Br.[CH3:5][C:6]1([CH3:46])[C:10](=[O:11])[N:9]([C@@H:12]([CH2:21][CH:22]2[CH2:24][CH2:23]2)[C:13]([NH:15][C@H:16]([CH3:20])[CH2:17][CH2:18][OH:19])=[O:14])[C:8](=[O:25])[N:7]1[CH2:26][C:27]1[CH:32]=[CH:31][C:30]([NH:33][C:34]([NH:36][C:37]2[CH:42]=[CH:41][CH:40]=[CH:39][C:38]=2[CH3:43])=[O:35])=[C:29]([O:44]C)[CH:28]=1.O. Product: [CH3:46][C:6]1([CH3:5])[C:10](=[O:11])[N:9]([C@@H:12]([CH2:21][CH:22]2[CH2:24][CH2:23]2)[C:13]([NH:15][C@H:16]([CH3:20])[CH2:17][CH2:18][OH:19])=[O:14])[C:8](=[O:25])[N:7]1[CH2:26][C:27]1[CH:32]=[CH:31][C:30]([NH:33][C:34]([NH:36][C:37]2[CH:42]=[CH:41][CH:40]=[CH:39][C:38]=2[CH3:43])=[O:35])=[C:29]([OH:44])[CH:28]=1. The catalyst class is: 4. (2) Reactant: [F:1][C:2]1[C:11]([CH2:12][OH:13])=[CH:10][C:5]2[C:6]([CH3:9])=[N:7][O:8][C:4]=2[C:3]=1[F:14].C[N+]1([O-])CCOCC1. Product: [F:1][C:2]1[C:11]([CH:12]=[O:13])=[CH:10][C:5]2[C:6]([CH3:9])=[N:7][O:8][C:4]=2[C:3]=1[F:14]. The catalyst class is: 862. (3) Reactant: ClCCl.C([O-])([O-])=O.[Cs+].[Cs+].[Cl:10][C:11]1[CH:12]=[C:13](B(O)O)[CH:14]=[CH:15][C:16]=1[O:17][CH3:18].Cl[C:23]1[N:24]=[C:25]([CH2:44][CH3:45])[C:26]2[CH2:31][CH2:30][N:29]([C:32]3[CH:37]=[CH:36][C:35]([CH2:38][C:39]([O:41][CH2:42][CH3:43])=[O:40])=[CH:34][CH:33]=3)[C:27]=2[N:28]=1. Product: [Cl:10][C:11]1[CH:12]=[C:13]([C:23]2[N:24]=[C:25]([CH2:44][CH3:45])[C:26]3[CH2:31][CH2:30][N:29]([C:32]4[CH:33]=[CH:34][C:35]([CH2:38][C:39]([O:41][CH2:42][CH3:43])=[O:40])=[CH:36][CH:37]=4)[C:27]=3[N:28]=2)[CH:14]=[CH:15][C:16]=1[O:17][CH3:18]. The catalyst class is: 12. (4) Reactant: [OH:1][CH:2]1[CH2:7][CH2:6][CH2:5][CH:4]([NH:8][C:9]([C:11]2[C:19]3[C:14](=[N:15][CH:16]=[C:17]([C:20]4[C:28]5[C:23](=[CH:24][C:25]([Cl:29])=[CH:26][CH:27]=5)[N:22]([CH3:30])[N:21]=4)[N:18]=3)[N:13](COCC[Si](C)(C)C)[CH:12]=2)=[O:10])[CH2:3]1.FC(F)(F)C(O)=O.C(N)CN. Product: [OH:1][CH:2]1[CH2:7][CH2:6][CH2:5][CH:4]([NH:8][C:9]([C:11]2[C:19]3[C:14](=[N:15][CH:16]=[C:17]([C:20]4[C:28]5[C:23](=[CH:24][C:25]([Cl:29])=[CH:26][CH:27]=5)[N:22]([CH3:30])[N:21]=4)[N:18]=3)[NH:13][CH:12]=2)=[O:10])[CH2:3]1. The catalyst class is: 4. (5) Reactant: [H-].[Na+].[CH3:3]CCCCC.CI.[OH:11][C@@H:12]([C@@H:17]1[CH2:21][CH2:20][CH2:19][N:18]1[C:22]([O:24][C:25]([CH3:28])([CH3:27])[CH3:26])=[O:23])[C@@H:13]([CH3:16])[CH:14]=[CH2:15]. Product: [CH3:3][O:11][C@@H:12]([C@@H:17]1[CH2:21][CH2:20][CH2:19][N:18]1[C:22]([O:24][C:25]([CH3:27])([CH3:26])[CH3:28])=[O:23])[C@@H:13]([CH3:16])[CH:14]=[CH2:15]. The catalyst class is: 9. (6) Reactant: [CH3:1][O:2][C:3]1[CH:8]=[C:7]([O:9][CH3:10])[CH:6]=[CH:5][C:4]=1[NH:11][C:12]1[CH:20]=[CH:19][CH:18]=[C:14]([C:15]([OH:17])=O)[C:13]=1[C:21]([OH:23])=O.Br.[NH2:25][C@@:26]1([CH3:34])[CH2:31][CH2:30][C:29](=[O:32])[NH:28][C:27]1=[O:33]. Product: [CH3:1][O:2][C:3]1[CH:8]=[C:7]([O:9][CH3:10])[CH:6]=[CH:5][C:4]=1[NH:11][C:12]1[CH:20]=[CH:19][CH:18]=[C:14]2[C:13]=1[C:21](=[O:23])[N:25]([C@@:26]1([CH3:34])[CH2:31][CH2:30][C:29](=[O:32])[NH:28][C:27]1=[O:33])[C:15]2=[O:17]. The catalyst class is: 17. (7) Reactant: FC1C=C(C(Cl)=O)C=CC=1.[Cl:11][C:12]1[CH:18]=[C:17]([O:19][C:20]2[C:29]3[C:24](=[CH:25][C:26]([O:32][CH3:33])=[C:27]([O:30][CH3:31])[CH:28]=3)[N:23]=[CH:22][CH:21]=2)[CH:16]=[CH:15][C:13]=1[NH2:14].[F:34][C:35]1[CH:36]=[C:37]([C:41]([N:43]=[C:44]=[S:45])=[O:42])[CH:38]=[CH:39][CH:40]=1. The catalyst class is: 234. Product: [F:34][C:35]1[CH:36]=[C:37]([C:41]([N:43]=[C:44]=[S:45])=[O:42])[CH:38]=[CH:39][CH:40]=1.[Cl:11][C:12]1[CH:18]=[C:17]([O:19][C:20]2[C:29]3[C:24](=[CH:25][C:26]([O:32][CH3:33])=[C:27]([O:30][CH3:31])[CH:28]=3)[N:23]=[CH:22][CH:21]=2)[CH:16]=[CH:15][C:13]=1[NH:14][C:44]([NH:43][C:41](=[O:42])[C:37]1[CH:38]=[CH:39][CH:40]=[C:35]([F:34])[CH:36]=1)=[S:45]. (8) Reactant: [N+:1]([O-:4])([OH:3])=[O:2].[CH3:5][C:6]1[N:7]=[C:8]([C:14]2[CH:15]=[N:16][CH:17]=[CH:18][CH:19]=2)[S:9][C:10]=1[CH2:11][CH2:12]O.[OH-].[Na+]. Product: [CH3:5][C:6]1[N:7]=[C:8]([C:14]2[CH:15]=[N:16][CH:17]=[CH:18][CH:19]=2)[S:9][C:10]=1[CH2:11][CH2:12][O:2][N+:1]([O-:4])=[O:3]. The catalyst class is: 6. (9) Reactant: [CH2:1]([O:4][C:5]1[CH:53]=[CH:52][CH:51]=[CH:50][C:6]=1[C:7]([C:9]1[CH:18]=[C:17]([C:19]([O:21][CH3:22])=[O:20])[C:16]2([C:23]([O:25][CH3:26])=[O:24])[N:11]([CH2:12][CH2:13][C:14]3[C:33]4[C:28](=[CH:29][CH:30]=[C:31]([O:34][CH2:35][C:36](=[O:49])[NH:37][CH2:38][CH2:39][CH2:40][CH2:41][NH:42]C(=O)C(C)(C)C)[CH:32]=4)[NH:27][C:15]=32)[CH:10]=1)=[O:8])[CH:2]=[CH2:3].C1(C)C=CC=CC=1.C(Cl)(Cl)Cl.CO. Product: [CH2:1]([O:4][C:5]1[CH:53]=[CH:52][CH:51]=[CH:50][C:6]=1[C:7]([C:9]1[CH:18]=[C:17]([C:19]([O:21][CH3:22])=[O:20])[C:16]2([C:23]([O:25][CH3:26])=[O:24])[N:11]([CH2:12][CH2:13][C:14]3[C:33]4[C:28](=[CH:29][CH:30]=[C:31]([O:34][CH2:35][C:36]([NH:37][CH2:38][CH2:39][CH2:40][CH2:41][NH2:42])=[O:49])[CH:32]=4)[NH:27][C:15]=32)[CH:10]=1)=[O:8])[CH:2]=[CH2:3]. The catalyst class is: 281. (10) Reactant: [CH3:1][CH:2]([N:4]1[C:12](/[CH:13]=[CH:14]/[C@H:15]([OH:24])[CH2:16][C@H:17]([OH:23])[CH2:18][C:19]([O:21]C)=[O:20])=[C:11]([C:25]2[CH:30]=[CH:29][C:28]([F:31])=[CH:27][CH:26]=2)[C:10]2[C:5]1=[CH:6][CH:7]=[CH:8][CH:9]=2)[CH3:3].[OH-].[Na+:33]. Product: [CH3:3][CH:2]([N:4]1[C:12](/[CH:13]=[CH:14]/[CH:15]([OH:24])[CH2:16][CH:17]([OH:23])[CH2:18][C:19]([O-:21])=[O:20])=[C:11]([C:25]2[CH:26]=[CH:27][C:28]([F:31])=[CH:29][CH:30]=2)[C:10]2[CH:9]=[CH:8][CH:7]=[CH:6][C:5]1=2)[CH3:1].[Na+:33]. The catalyst class is: 84.